This data is from Full USPTO retrosynthesis dataset with 1.9M reactions from patents (1976-2016). The task is: Predict the reactants needed to synthesize the given product. Given the product [CH2:23]([C:19]1[CH:20]=[C:21]([CH3:22])[C:16]([N:13]2[CH2:14][CH2:15][N:10]([C:8]([C:5]3[CH:6]=[CH:7][C:2]([N:29]4[CH2:30][CH2:31][N:27]([CH3:26])[C:28]4=[O:32])=[CH:3][C:4]=3[F:25])=[O:9])[CH2:11][CH2:12]2)=[N:17][CH:18]=1)[CH3:24], predict the reactants needed to synthesize it. The reactants are: Br[C:2]1[CH:7]=[CH:6][C:5]([C:8]([N:10]2[CH2:15][CH2:14][N:13]([C:16]3[C:21]([CH3:22])=[CH:20][C:19]([CH2:23][CH3:24])=[CH:18][N:17]=3)[CH2:12][CH2:11]2)=[O:9])=[C:4]([F:25])[CH:3]=1.[CH3:26][N:27]1[CH2:31][CH2:30][NH:29][C:28]1=[O:32].